This data is from Forward reaction prediction with 1.9M reactions from USPTO patents (1976-2016). The task is: Predict the product of the given reaction. (1) Given the reactants [F:1][C:2]1[CH:3]=[C:4]([C:8]2[C:17]3[C:12](=[CH:13][CH:14]=[C:15]([O:18][CH3:19])[CH:16]=3)[NH:11][C:10](=[O:20])[C:9]=2[C:21]#[N:22])[CH:5]=[CH:6][CH:7]=1.[H-].[Na+].[CH2:25](I)[CH:26]=[CH2:27], predict the reaction product. The product is: [CH2:27]([O:20][C:10]1[C:9]([C:21]#[N:22])=[C:8]([C:4]2[CH:5]=[CH:6][CH:7]=[C:2]([F:1])[CH:3]=2)[C:17]2[C:12](=[CH:13][CH:14]=[C:15]([O:18][CH3:19])[CH:16]=2)[N:11]=1)[CH:26]=[CH2:25]. (2) Given the reactants [NH2:1][C:2]1[C:7]([OH:8])=[CH:6][CH:5]=[CH:4][N:3]=1.C([O-])([O-])=O.[Cs+].[Cs+].F[C:16]1[CH:21]=[CH:20][CH:19]=[CH:18][N:17]=1.O, predict the reaction product. The product is: [N:17]1[CH:18]=[CH:19][CH:20]=[CH:21][C:16]=1[O:8][C:7]1[C:2]([NH2:1])=[N:3][CH:4]=[CH:5][CH:6]=1. (3) Given the reactants [C:1]1([C:26]2[CH:31]=[CH:30][CH:29]=[CH:28][CH:27]=2)[CH:6]=[CH:5][C:4]([C:7]2[N:12]=[C:11]3[CH:13]=[C:14](Cl)[N:15](COCC[Si](C)(C)C)[C:10]3=[CH:9][C:8]=2[Cl:25])=[CH:3][CH:2]=1.C1(C2[O:43][C@H:42]3[CH2:44][C@@H:45]([OH:48])[CH2:46][O:47][C@@H:41]3[CH2:40][O:39]2)C=CC=CC=1.C(=O)([O-])[O-].[Cs+].[Cs+], predict the reaction product. The product is: [C:1]1([C:26]2[CH:27]=[CH:28][CH:29]=[CH:30][CH:31]=2)[CH:2]=[CH:3][C:4]([C:7]2[N:12]=[C:11]3[CH:13]=[C:14]([O:48][C@H:45]4[CH2:46][O:47][C@H:41]([CH2:40][OH:39])[C@@H:42]([OH:43])[CH2:44]4)[NH:15][C:10]3=[CH:9][C:8]=2[Cl:25])=[CH:5][CH:6]=1. (4) Given the reactants [C:1]([O:5][C:6](=[O:18])[NH:7][C:8]1[CH:13]=[C:12]([C:14]#[N:15])[CH:11]=[C:10](Br)[C:9]=1[Cl:17])([CH3:4])([CH3:3])[CH3:2].[Si:19]([O:26][CH:27]1[CH2:32][CH2:31][NH:30][CH2:29][CH2:28]1)([C:22]([CH3:25])([CH3:24])[CH3:23])([CH3:21])[CH3:20].C(=O)([O-])[O-].[Cs+].[Cs+].C1C=CC(P(C2C(C3C(P(C4C=CC=CC=4)C4C=CC=CC=4)=CC=C4C=3C=CC=C4)=C3C(C=CC=C3)=CC=2)C2C=CC=CC=2)=CC=1, predict the reaction product. The product is: [C:1]([O:5][C:6](=[O:18])[NH:7][C:8]1[CH:13]=[C:12]([C:14]#[N:15])[CH:11]=[C:10]([N:30]2[CH2:31][CH2:32][CH:27]([O:26][Si:19]([C:22]([CH3:25])([CH3:24])[CH3:23])([CH3:20])[CH3:21])[CH2:28][CH2:29]2)[C:9]=1[Cl:17])([CH3:4])([CH3:3])[CH3:2].